From a dataset of NCI-60 drug combinations with 297,098 pairs across 59 cell lines. Regression. Given two drug SMILES strings and cell line genomic features, predict the synergy score measuring deviation from expected non-interaction effect. (1) Drug 1: CC1=C2C(C(=O)C3(C(CC4C(C3C(C(C2(C)C)(CC1OC(=O)C(C(C5=CC=CC=C5)NC(=O)C6=CC=CC=C6)O)O)OC(=O)C7=CC=CC=C7)(CO4)OC(=O)C)O)C)OC(=O)C. Drug 2: CC(C)CN1C=NC2=C1C3=CC=CC=C3N=C2N. Cell line: RPMI-8226. Synergy scores: CSS=61.3, Synergy_ZIP=-0.769, Synergy_Bliss=-2.95, Synergy_Loewe=-18.9, Synergy_HSA=-2.68. (2) Drug 1: C1CC(=O)NC(=O)C1N2CC3=C(C2=O)C=CC=C3N. Drug 2: B(C(CC(C)C)NC(=O)C(CC1=CC=CC=C1)NC(=O)C2=NC=CN=C2)(O)O. Cell line: OVCAR-4. Synergy scores: CSS=-0.941, Synergy_ZIP=-0.277, Synergy_Bliss=-0.455, Synergy_Loewe=-0.430, Synergy_HSA=-0.936. (3) Drug 1: COC1=C2C(=CC3=C1OC=C3)C=CC(=O)O2. Drug 2: CC12CCC3C(C1CCC2OP(=O)(O)O)CCC4=C3C=CC(=C4)OC(=O)N(CCCl)CCCl.[Na+]. Cell line: HOP-62. Synergy scores: CSS=-1.53, Synergy_ZIP=-0.0567, Synergy_Bliss=-2.35, Synergy_Loewe=-0.303, Synergy_HSA=-5.42. (4) Drug 1: C1=NC2=C(N1)C(=S)N=C(N2)N. Drug 2: CC(C1=C(C=CC(=C1Cl)F)Cl)OC2=C(N=CC(=C2)C3=CN(N=C3)C4CCNCC4)N. Cell line: RPMI-8226. Synergy scores: CSS=29.6, Synergy_ZIP=-0.122, Synergy_Bliss=2.47, Synergy_Loewe=-12.6, Synergy_HSA=-1.47. (5) Cell line: SF-539. Synergy scores: CSS=27.4, Synergy_ZIP=-7.40, Synergy_Bliss=-4.18, Synergy_Loewe=1.90, Synergy_HSA=0.171. Drug 2: CCN(CC)CCNC(=O)C1=C(NC(=C1C)C=C2C3=C(C=CC(=C3)F)NC2=O)C. Drug 1: C1CC(C1)(C(=O)O)C(=O)O.[NH2-].[NH2-].[Pt+2]. (6) Drug 1: C1=NC2=C(N1)C(=S)N=C(N2)N. Drug 2: CS(=O)(=O)OCCCCOS(=O)(=O)C. Cell line: U251. Synergy scores: CSS=25.9, Synergy_ZIP=-13.4, Synergy_Bliss=-3.80, Synergy_Loewe=-13.4, Synergy_HSA=-1.25. (7) Drug 1: CC1=CC=C(C=C1)C2=CC(=NN2C3=CC=C(C=C3)S(=O)(=O)N)C(F)(F)F. Drug 2: CCN(CC)CCCC(C)NC1=C2C=C(C=CC2=NC3=C1C=CC(=C3)Cl)OC. Cell line: A498. Synergy scores: CSS=5.52, Synergy_ZIP=-2.04, Synergy_Bliss=4.02, Synergy_Loewe=-7.24, Synergy_HSA=1.99. (8) Drug 1: C1CCN(CC1)CCOC2=CC=C(C=C2)C(=O)C3=C(SC4=C3C=CC(=C4)O)C5=CC=C(C=C5)O. Drug 2: CN1C(=O)N2C=NC(=C2N=N1)C(=O)N. Cell line: M14. Synergy scores: CSS=-9.07, Synergy_ZIP=4.92, Synergy_Bliss=1.80, Synergy_Loewe=-8.27, Synergy_HSA=-6.75. (9) Drug 1: CC12CCC(CC1=CCC3C2CCC4(C3CC=C4C5=CN=CC=C5)C)O. Drug 2: CN1C(=O)N2C=NC(=C2N=N1)C(=O)N. Cell line: COLO 205. Synergy scores: CSS=2.57, Synergy_ZIP=9.45, Synergy_Bliss=7.63, Synergy_Loewe=0.577, Synergy_HSA=1.23. (10) Drug 1: CCC1=CC2CC(C3=C(CN(C2)C1)C4=CC=CC=C4N3)(C5=C(C=C6C(=C5)C78CCN9C7C(C=CC9)(C(C(C8N6C)(C(=O)OC)O)OC(=O)C)CC)OC)C(=O)OC.C(C(C(=O)O)O)(C(=O)O)O. Drug 2: COCCOC1=C(C=C2C(=C1)C(=NC=N2)NC3=CC=CC(=C3)C#C)OCCOC.Cl. Cell line: UACC-257. Synergy scores: CSS=21.3, Synergy_ZIP=-7.26, Synergy_Bliss=4.96, Synergy_Loewe=-4.87, Synergy_HSA=4.54.